The task is: Predict which catalyst facilitates the given reaction.. This data is from Catalyst prediction with 721,799 reactions and 888 catalyst types from USPTO. Reactant: [O:1]1[CH2:6][CH:5]=[C:4]([C:7]2[C:8]([O:13][CH:14]3[CH2:19][CH2:18][CH:17]([C:20]4[NH:24][C:23]5[CH:25]=[CH:26][CH:27]=[CH:28][C:22]=5[N:21]=4)[CH2:16][CH2:15]3)=[N:9][CH:10]=[CH:11][CH:12]=2)[CH2:3][CH2:2]1. Product: [O:1]1[CH2:6][CH2:5][CH:4]([C:7]2[C:8]([O:13][C@H:14]3[CH2:15][CH2:16][C@H:17]([C:20]4[NH:21][C:22]5[CH:28]=[CH:27][CH:26]=[CH:25][C:23]=5[N:24]=4)[CH2:18][CH2:19]3)=[N:9][CH:10]=[CH:11][CH:12]=2)[CH2:3][CH2:2]1.[O:1]1[CH2:6][CH2:5][CH:4]([C:7]2[C:8]([O:13][C@@H:14]3[CH2:15][CH2:16][C@H:17]([C:20]4[NH:21][C:22]5[CH:28]=[CH:27][CH:26]=[CH:25][C:23]=5[N:24]=4)[CH2:18][CH2:19]3)=[N:9][CH:10]=[CH:11][CH:12]=2)[CH2:3][CH2:2]1. The catalyst class is: 19.